Dataset: Full USPTO retrosynthesis dataset with 1.9M reactions from patents (1976-2016). Task: Predict the reactants needed to synthesize the given product. Given the product [Br:43][C:20]1[CH:21]=[C:22]([C:25]2[CH2:29][C:28]([C:34]3[CH:39]=[C:38]([Cl:40])[C:37]([Cl:41])=[C:36]([Cl:42])[CH:35]=3)([C:30]([F:33])([F:31])[F:32])[O:27][N:26]=2)[CH:23]=[CH:24][C:19]=1[C:16]1([F:18])[CH2:17][NH:14][CH2:15]1, predict the reactants needed to synthesize it. The reactants are: C([N:14]1[CH2:17][C:16]([C:19]2[CH:24]=[CH:23][C:22]([C:25]3[CH2:29][C:28]([C:34]4[CH:39]=[C:38]([Cl:40])[C:37]([Cl:41])=[C:36]([Cl:42])[CH:35]=4)([C:30]([F:33])([F:32])[F:31])[O:27][N:26]=3)=[CH:21][C:20]=2[Br:43])([F:18])[CH2:15]1)(C1C=CC=CC=1)C1C=CC=CC=1.ClC(OC(Cl)C)=O.